This data is from Reaction yield outcomes from USPTO patents with 853,638 reactions. The task is: Predict the reaction yield, written as a fraction of the theoretical maximum amount of product (1.0 means a 100% yield; for example, 0.34 means a 34% yield). (1) The reactants are [N:1]1([CH2:6][CH2:7][CH2:8][C:9]2[CH:10]=[C:11]3[C:15](=[CH:16][CH:17]=2)[NH:14][C:13]([CH2:18][OH:19])=[CH:12]3)[CH2:5][CH2:4][CH2:3][CH2:2]1. The catalyst is ClCCl.C1(C)C=CC=CC=1.[O-2].[Mn+4].[O-2]. The product is [N:1]1([CH2:6][CH2:7][CH2:8][C:9]2[CH:10]=[C:11]3[C:15](=[CH:16][CH:17]=2)[NH:14][C:13]([CH:18]=[O:19])=[CH:12]3)[CH2:5][CH2:4][CH2:3][CH2:2]1. The yield is 0.720. (2) The reactants are CC1(C)[O:6][C@@H:5]([CH2:7][O:8][NH:9][C:10]([C:12]2[S:20][C:19]3[CH:18]=[CH:17][N:16]=[CH:15][C:14]=3[C:13]=2[NH:21][C:22]2[CH:27]=[CH:26][C:25]([I:28])=[CH:24][C:23]=2[F:29])=[O:11])[CH2:4][O:3]1. The catalyst is CO.Cl. The product is [OH:6][C@H:5]([CH2:4][OH:3])[CH2:7][O:8][NH:9][C:10]([C:12]1[S:20][C:19]2[CH:18]=[CH:17][N:16]=[CH:15][C:14]=2[C:13]=1[NH:21][C:22]1[CH:27]=[CH:26][C:25]([I:28])=[CH:24][C:23]=1[F:29])=[O:11]. The yield is 0.500. (3) The reactants are [I:1][C:2]1[C:10]2[C:5](=[N:6][CH:7]=[CH:8][CH:9]=2)[NH:4][CH:3]=1.[H-].[Na+].[Si:13](Cl)([C:16]([CH3:19])([CH3:18])[CH3:17])([CH3:15])[CH3:14].O. The catalyst is O1CCCC1. The product is [C:16]([Si:13]([CH3:15])([CH3:14])[N:4]1[C:5]2=[N:6][CH:7]=[CH:8][CH:9]=[C:10]2[C:2]([I:1])=[CH:3]1)([CH3:19])([CH3:18])[CH3:17]. The yield is 0.150. (4) The reactants are [CH3:1][N:2]1[C:6]([CH2:7][N:8]2[CH2:13][CH2:12][N:11]([C:14](OC(C)(C)C)=O)[CH2:10][CH2:9]2)=[CH:5][N:4]=[CH:3]1.C(O)(C(F)(F)F)=O.[Br:28][C:29]1C(Cl)=[C:31]([N+:36]([O-:38])=[O:37])[C:32]([NH2:35])=[N:33][CH:34]=1. The catalyst is C(Cl)Cl. The product is [Br:28][C:29]1[C:14]([N:11]2[CH2:10][CH2:9][N:8]([CH2:7][C:6]3[N:2]([CH3:1])[CH:3]=[N:4][CH:5]=3)[CH2:13][CH2:12]2)=[C:31]([N+:36]([O-:38])=[O:37])[C:32]([NH2:35])=[N:33][CH:34]=1. The yield is 0.330. (5) The reactants are CCN(C(C)C)C(C)C.Cl[C:11]([O:13][CH3:14])=[O:12].C(O)(=O)C.[NH2:19][CH2:20][C:21]1[CH:26]=[CH:25][C:24]([C:27]2[CH:36]=[C:35]([C:37]([NH:39][CH2:40][C@H:41]3[CH2:46][CH2:45][C@H:44]([CH2:47][NH:48][C:49](=[O:55])[O:50][C:51]([CH3:54])([CH3:53])[CH3:52])[CH2:43][CH2:42]3)=[O:38])[C:34]3[C:29](=[CH:30][CH:31]=[CH:32][CH:33]=3)[N:28]=2)=[CH:23][CH:22]=1. The catalyst is C(Cl)Cl. The product is [C:51]([O:50][C:49]([NH:48][CH2:47][C@H:44]1[CH2:45][CH2:46][C@H:41]([CH2:40][NH:39][C:37]([C:35]2[C:34]3[C:29](=[CH:30][CH:31]=[CH:32][CH:33]=3)[N:28]=[C:27]([C:24]3[CH:23]=[CH:22][C:21]([CH2:20][NH:19][C:11](=[O:12])[O:13][CH3:14])=[CH:26][CH:25]=3)[CH:36]=2)=[O:38])[CH2:42][CH2:43]1)=[O:55])([CH3:52])([CH3:54])[CH3:53]. The yield is 0.520.